This data is from Catalyst prediction with 721,799 reactions and 888 catalyst types from USPTO. The task is: Predict which catalyst facilitates the given reaction. (1) Reactant: [Cl:1][C:2]1[CH:3]=[CH:4][C:5]([O:23][CH3:24])=[C:6]([CH:22]=1)[C:7]([NH:9][CH2:10][CH2:11][CH:12]1[CH2:17][CH2:16][N:15]([S:18]([NH2:21])(=[O:20])=[O:19])[CH2:14][CH2:13]1)=[O:8].[OH-].[Na+].[CH2:27]([NH:30][C:31](=[O:36])C(Cl)(Cl)Cl)[CH2:28][CH3:29]. Product: [Cl:1][C:2]1[CH:3]=[CH:4][C:5]([O:23][CH3:24])=[C:6]([CH:22]=1)[C:7]([NH:9][CH2:10][CH2:11][CH:12]1[CH2:17][CH2:16][N:15]([S:18]([NH:21][C:31]([NH:30][CH2:27][CH2:28][CH3:29])=[O:36])(=[O:20])=[O:19])[CH2:14][CH2:13]1)=[O:8]. The catalyst class is: 60. (2) Reactant: [CH3:1][C:2]1[CH:3]=[CH:4][C:5]([C:21]([NH:23][C:24]2[CH:25]=[C:26]([C:36]([F:39])([F:38])[F:37])[CH:27]=[C:28]([N:30]3[CH:34]=[N:33][C:32]([CH3:35])=[CH:31]3)[CH:29]=2)=[O:22])=[CH:6][C:7]=1[NH:8][C:9]1[N:10]=[CH:11][CH:12]=[C:13]([C:15]2[CH:16]=[CH:17][CH:18]=[N:19][CH:20]=2)[N:14]=1.[BrH:40]. Product: [CH3:1][C:2]1[CH:3]=[CH:4][C:5]([C:21]([NH:23][C:24]2[CH:25]=[C:26]([C:36]([F:38])([F:39])[F:37])[CH:27]=[C:28]([N:30]3[CH:34]=[N:33][C:32]([CH3:35])=[CH:31]3)[CH:29]=2)=[O:22])=[CH:6][C:7]=1[NH:8][C:9]1[N:10]=[CH:11][CH:12]=[C:13]([C:15]2[CH:16]=[CH:17][CH:18]=[N:19][CH:20]=2)[N:14]=1.[BrH:40]. The catalyst class is: 14. (3) Reactant: [CH2:1]([O:8][C:9](=[O:26])[C@@H:10]([NH2:25])[CH2:11][C:12]1[CH:17]=[CH:16][C:15]([C:18]2[CH:23]=[CH:22][CH:21]=[C:20]([Cl:24])[CH:19]=2)=[CH:14][CH:13]=1)[C:2]1[CH:7]=[CH:6][CH:5]=[CH:4][CH:3]=1.C(N(CC)CC)C.FC(F)(F)S(O[C@H:40]([CH3:46])[C:41]([O:43][CH2:44][CH3:45])=[O:42])(=O)=O. Product: [CH2:1]([O:8][C:9](=[O:26])[C@@H:10]([NH:25][C@H:40]([C:41]([O:43][CH2:44][CH3:45])=[O:42])[CH3:46])[CH2:11][C:12]1[CH:17]=[CH:16][C:15]([C:18]2[CH:23]=[CH:22][CH:21]=[C:20]([Cl:24])[CH:19]=2)=[CH:14][CH:13]=1)[C:2]1[CH:3]=[CH:4][CH:5]=[CH:6][CH:7]=1. The catalyst class is: 4. (4) Reactant: [CH3:1][C:2]1[O:6][C:5]([C:7]2[CH:8]=[CH:9][C:10]3[O:14][CH:13]=[C:12]([C:15]4[CH:20]=[CH:19][C:18]([C:21](=[O:23])[CH3:22])=[CH:17][CH:16]=4)[C:11]=3[CH:24]=2)=[N:4][N:3]=1.[BH4-].[Na+]. Product: [CH3:1][C:2]1[O:6][C:5]([C:7]2[CH:8]=[CH:9][C:10]3[O:14][CH:13]=[C:12]([C:15]4[CH:16]=[CH:17][C:18]([CH:21]([OH:23])[CH3:22])=[CH:19][CH:20]=4)[C:11]=3[CH:24]=2)=[N:4][N:3]=1. The catalyst class is: 8.